Dataset: Forward reaction prediction with 1.9M reactions from USPTO patents (1976-2016). Task: Predict the product of the given reaction. (1) Given the reactants C1([N:7]2[C:12](=[O:13])[C:11]3[S:14][CH:15]=[C:16]([C:17]4[CH:22]=[CH:21][CH:20]=[CH:19][CH:18]=4)[C:10]=3[N:9]=[CH:8]2)C=CC=CC=1.NC1[C:28]([C:29]2[CH:34]=[CH:33][CH:32]=[CH:31][CH:30]=2)=CSC=1C(OC)=O.C(OCC)(OCC)OCC.C1(CN)CCCCC1, predict the reaction product. The product is: [CH:29]1([CH2:28][N:7]2[C:12](=[O:13])[C:11]3[S:14][CH:15]=[C:16]([C:17]4[CH:18]=[CH:19][CH:20]=[CH:21][CH:22]=4)[C:10]=3[N:9]=[CH:8]2)[CH2:34][CH2:33][CH2:32][CH2:31][CH2:30]1. (2) Given the reactants [CH3:1][C:2]1[N:3]=[C:4]([C:13]2[CH:18]=[CH:17][CH:16]=[CH:15][CH:14]=2)[N:5]2[C:10]=1[CH:9]=[N:8][C:7](SC)=[N:6]2.CC1N=C(C2C=CC=CC=2)N2C=1C=NC(S(C)(=O)=[O:30])=N2.Cl.[CH:40]1([NH2:46])[CH2:45][CH2:44]C[CH2:42][CH2:41]1.C(N(CC)CC)C, predict the reaction product. The product is: [CH3:1][C:2]1[N:3]=[C:4]([C:13]2[CH:18]=[CH:17][CH:16]=[CH:15][CH:14]=2)[N:5]2[C:10]=1[CH:9]=[N:8][C:7]([NH:46][CH:40]1[CH2:45][CH2:44][O:30][CH2:42][CH2:41]1)=[N:6]2. (3) Given the reactants [F:1][C:2]([F:18])([F:17])[C:3]1[CH:8]=[CH:7][C:6]([N:9]2[CH2:14][CH2:13][CH2:12][CH:11](NC)[CH2:10]2)=[CH:5][CH:4]=1.[F:19][C:20]1[CH:25]=[CH:24][C:23]([S:26]([N:29]([CH2:33][C:34]([OH:36])=O)[CH:30]([CH3:32])[CH3:31])(=[O:28])=[O:27])=[CH:22][CH:21]=1.[CH3:37][N:38](C(ON1N=NC2C=CC=NC1=2)=[N+](C)C)C.F[P-](F)(F)(F)(F)F.C(N(CC)C(C)C)(C)C.OS([O-])(=O)=O.[K+], predict the reaction product. The product is: [F:19][C:20]1[CH:25]=[CH:24][C:23]([S:26]([N:29]([CH:30]([CH3:32])[CH3:31])[CH2:33][C:34]([NH:38][CH2:37][CH:11]2[CH2:12][CH2:13][CH2:14][N:9]([C:6]3[CH:5]=[CH:4][C:3]([C:2]([F:1])([F:17])[F:18])=[CH:8][CH:7]=3)[CH2:10]2)=[O:36])(=[O:28])=[O:27])=[CH:22][CH:21]=1. (4) Given the reactants N#N.Br[C:4]1[CH:5]=[C:6]2[C:10](=[CH:11][CH:12]=1)[C@@H:9]([N:13]1[CH2:18][CH2:17][N:16]([CH3:19])[CH2:15][CH2:14]1)[CH2:8][CH2:7]2.C([Li])CCC.[C:25](=[O:27])=[O:26], predict the reaction product. The product is: [CH3:19][N:16]1[CH2:17][CH2:18][N:13]([C@@H:9]2[C:10]3[C:6](=[CH:5][C:4]([C:25]([OH:27])=[O:26])=[CH:12][CH:11]=3)[CH2:7][CH2:8]2)[CH2:14][CH2:15]1. (5) Given the reactants [NH2:1][C:2]1[CH:7]=[CH:6][C:5]([C:8]2[N:9]([CH2:22][CH3:23])[C:10]3[C:15]([C:16]=2[C:17]#[N:18])=[CH:14][CH:13]=[C:12]([O:19][CH2:20][CH3:21])[CH:11]=3)=[CH:4][CH:3]=1.CCN(CC)CC.[CH:31]1([C:34](Cl)=[O:35])[CH2:33][CH2:32]1.O, predict the reaction product. The product is: [C:17]([C:16]1[C:15]2[C:10](=[CH:11][C:12]([O:19][CH2:20][CH3:21])=[CH:13][CH:14]=2)[N:9]([CH2:22][CH3:23])[C:8]=1[C:5]1[CH:4]=[CH:3][C:2]([NH:1][C:34]([CH:31]2[CH2:33][CH2:32]2)=[O:35])=[CH:7][CH:6]=1)#[N:18]. (6) Given the reactants C[O:2][C:3]([C:5]1[C:6](Cl)=[N:7][C:8]2[C:13]([C:14]=1[C:15]1[CH:20]=[CH:19][CH:18]=[CH:17][CH:16]=1)=[CH:12][CH:11]=[CH:10][C:9]=2[CH2:21][CH3:22])=[O:4].[NH:24]1[CH2:28][CH2:27][CH2:26][CH2:25]1, predict the reaction product. The product is: [CH2:21]([C:9]1[CH:10]=[CH:11][CH:12]=[C:13]2[C:8]=1[N:7]=[C:6]([N:24]1[CH2:28][CH2:27][CH2:26][CH2:25]1)[C:5]([C:3]([OH:4])=[O:2])=[C:14]2[C:15]1[CH:20]=[CH:19][CH:18]=[CH:17][CH:16]=1)[CH3:22]. (7) Given the reactants [F:1][C:2]([F:27])([F:26])[C:3]([CH:15]=[N:16][C:17]1[CH:25]=[CH:24][CH:23]=[C:22]2[C:18]=1[CH:19]=[N:20][NH:21]2)([OH:14])[CH2:4][C:5]([C:8]1[CH:13]=[CH:12][CH:11]=[CH:10][CH:9]=1)([CH3:7])[CH3:6].C(=O)(O)[O-].[Na+], predict the reaction product. The product is: [NH:21]1[C:22]2[C:18](=[C:17]([NH:16][CH:15]3[C:9]4[C:8](=[CH:13][CH:12]=[CH:11][CH:10]=4)[C:5]([CH3:7])([CH3:6])[CH2:4][C:3]3([C:2]([F:1])([F:26])[F:27])[OH:14])[CH:25]=[CH:24][CH:23]=2)[CH:19]=[N:20]1.